Predict the reaction yield, written as a fraction of the theoretical maximum amount of product (1.0 means a 100% yield; for example, 0.34 means a 34% yield). From a dataset of Reaction yield outcomes from USPTO patents with 853,638 reactions. The reactants are Cl[C:2]1[N:7]=[C:6]([CH2:8][C:9]([C:11]2[CH:16]=[CH:15][C:14]([F:17])=[CH:13][CH:12]=2)=[O:10])[CH:5]=[CH:4][N:3]=1. The catalyst is C(N)(C)C. The product is [F:17][C:14]1[CH:15]=[CH:16][C:11]([C:9](=[O:10])[CH2:8][C:6]2[CH:5]=[CH:4][N:3]=[C:2]([NH:7][CH:6]([CH3:8])[CH3:5])[N:7]=2)=[CH:12][CH:13]=1. The yield is 0.770.